This data is from Catalyst prediction with 721,799 reactions and 888 catalyst types from USPTO. The task is: Predict which catalyst facilitates the given reaction. (1) Reactant: [N+]([C:4]1[C:9]([CH3:10])=[CH:8][N+:7]([O-:11])=[C:6]([CH3:12])[C:5]=1[CH3:13])([O-])=O.[ClH:14].C(=O)([O-])[O-].[K+].[K+]. Product: [Cl:14][C:4]1[C:9]([CH3:10])=[CH:8][N+:7]([O-:11])=[C:6]([CH3:12])[C:5]=1[CH3:13]. The catalyst class is: 145. (2) Reactant: [CH3:1][C:2]([CH3:26])([O:4][C:5]([N:7]1[CH2:12][CH2:11][N:10]([CH:13]2[CH2:18][CH2:17][N:16](CC3C=CC=CC=3)[CH2:15][CH2:14]2)[CH2:9][CH2:8]1)=[O:6])[CH3:3]. Product: [CH3:3][C:2]([CH3:26])([O:4][C:5]([N:7]1[CH2:12][CH2:11][N:10]([CH:13]2[CH2:14][CH2:15][NH:16][CH2:17][CH2:18]2)[CH2:9][CH2:8]1)=[O:6])[CH3:1]. The catalyst class is: 723. (3) Reactant: [CH2:1]([O:3][C:4]([C@@:6]12[CH2:24][C@H:23]1[CH:22]=[CH:21][CH2:20][CH2:19][CH2:18][CH2:17][CH2:16][C@H:15]([NH:25][C:26]([O:28][CH:29]1[CH2:33][CH2:32][CH2:31][CH2:30]1)=[O:27])[C:14](=[O:34])[N:13]1[C@@H:9]([CH2:10][C@@H:11]([O:35][C:36]3[C:45]4[C:40](=[CH:41][C:42]([O:46][CH3:47])=[CH:43][CH:44]=4)[N:39]=[C:38]([C:48](=[O:52])[CH:49]=[N+]=[N-])[CH:37]=3)[CH2:12]1)[C:8](=[O:53])[NH:7]2)=[O:5])[CH3:2].[BrH:54]. Product: [CH2:1]([O:3][C:4]([C@@:6]12[CH2:24][C@H:23]1[CH:22]=[CH:21][CH2:20][CH2:19][CH2:18][CH2:17][CH2:16][C@H:15]([NH:25][C:26]([O:28][CH:29]1[CH2:33][CH2:32][CH2:31][CH2:30]1)=[O:27])[C:14](=[O:34])[N:13]1[C@@H:9]([CH2:10][C@@H:11]([O:35][C:36]3[C:45]4[C:40](=[CH:41][C:42]([O:46][CH3:47])=[CH:43][CH:44]=4)[N:39]=[C:38]([C:48](=[O:52])[CH2:49][Br:54])[CH:37]=3)[CH2:12]1)[C:8](=[O:53])[NH:7]2)=[O:5])[CH3:2]. The catalyst class is: 49. (4) Reactant: [C:1]([C@H:4]1[O:9][CH2:8][C@:7]([CH2:28][C:29]#[N:30])([N:10]2[C:18]3[CH:17]=[CH:16][NH:15][C:14](=[O:19])[C:13]=3[C:12]([NH:20][C:21]3[CH:26]=[CH:25][C:24]([Cl:27])=[CH:23][CH:22]=3)=[N:11]2)[CH2:6][CH2:5]1)(=[O:3])[CH3:2].[CH3:31][Mg]Br. Product: [Cl:27][C:24]1[CH:23]=[CH:22][C:21]([NH:20][C:12]2[C:13]3[C:14](=[O:19])[NH:15][CH:16]=[CH:17][C:18]=3[N:10]([C@:7]3([CH2:28][C:29]#[N:30])[CH2:6][CH2:5][C@@H:4]([C:1]([OH:3])([CH3:31])[CH3:2])[O:9][CH2:8]3)[N:11]=2)=[CH:26][CH:25]=1. The catalyst class is: 1. (5) Reactant: [H-].[Na+].[OH:3][CH2:4][CH2:5][N:6]1[CH2:11][CH2:10][O:9][CH2:8][CH2:7]1.[CH3:12][C:13]([C:15]1[CH:20]=[CH:19][C:18](F)=[CH:17][CH:16]=1)=[O:14].O. Product: [N:6]1([CH2:5][CH2:4][O:3][C:18]2[CH:19]=[CH:20][C:15]([C:13](=[O:14])[CH3:12])=[CH:16][CH:17]=2)[CH2:11][CH2:10][O:9][CH2:8][CH2:7]1. The catalyst class is: 42. (6) Reactant: C(OC(=O)[NH:7][CH:8]1[CH2:13][CH2:12][N:11]([CH2:14][CH2:15][N:16]2[C:25]3[C:20](=[CH:21][C:22]([F:27])=[C:23]([F:26])[CH:24]=3)[N:19]=[CH:18][C:17]2=[O:28])[CH2:10][CH2:9]1)(C)(C)C.FC(F)(F)C(O)=O.NC1CCN(CCN2C3C(=CC=C(F)C=3)N=CC2=O)CC1. Product: [NH2:7][CH:8]1[CH2:13][CH2:12][N:11]([CH2:14][CH2:15][N:16]2[C:25]3[C:20](=[CH:21][C:22]([F:27])=[C:23]([F:26])[CH:24]=3)[N:19]=[CH:18][C:17]2=[O:28])[CH2:10][CH2:9]1. The catalyst class is: 4. (7) Reactant: [Si:1]([O:8][CH2:9][CH2:10][N:11]([CH:24]([CH3:26])[CH3:25])[C:12]([C:14]1[N:15]=[C:16]([N:19]2[CH2:22][CH:21]([OH:23])[CH2:20]2)[S:17][CH:18]=1)=[O:13])([C:4]([CH3:7])([CH3:6])[CH3:5])([CH3:3])[CH3:2].[CH3:27][S:28](Cl)(=[O:30])=[O:29].C(N(CC)CC)C. Product: [Si:1]([O:8][CH2:9][CH2:10][N:11]([CH:24]([CH3:26])[CH3:25])[C:12]([C:14]1[N:15]=[C:16]([N:19]2[CH2:22][CH:21]([O:23][S:28]([CH3:27])(=[O:30])=[O:29])[CH2:20]2)[S:17][CH:18]=1)=[O:13])([C:4]([CH3:7])([CH3:6])[CH3:5])([CH3:2])[CH3:3]. The catalyst class is: 2. (8) Reactant: C([O-])(=O)C.[Na+].[CH3:6][O:7][C:8](=[O:12])[CH:9](Br)[CH3:10].[CH3:13][O:14][C:15]1[CH:35]=[C:34]([O:36][CH3:37])[CH:33]=[C:32]([O:38][CH3:39])[C:16]=1/[CH:17]=[CH:18]/[S:19]([CH2:22][C:23]1[CH:24]=[CH:25][C:26]([O:30][CH3:31])=[C:27]([NH2:29])[CH:28]=1)(=[O:21])=[O:20]. Product: [CH3:13][O:14][C:15]1[CH:35]=[C:34]([O:36][CH3:37])[CH:33]=[C:32]([O:38][CH3:39])[C:16]=1/[CH:17]=[CH:18]/[S:19]([CH2:22][C:23]1[CH:24]=[CH:25][C:26]([O:30][CH3:31])=[C:27]([NH:29][CH:9]([CH3:10])[C:8]([O:7][CH3:6])=[O:12])[CH:28]=1)(=[O:21])=[O:20]. The catalyst class is: 5. (9) Reactant: [F:1][C:2]1[CH:7]=[CH:6][C:5]([S:8]([NH:11][CH:12]([CH2:15][CH3:16])[CH2:13][CH3:14])(=[O:10])=[O:9])=[CH:4][CH:3]=1.BrC[C:19]1[CH:28]=[CH:27][C:22]([C:23]([O:25][CH3:26])=[O:24])=[CH:21][N:20]=1.C([O-])([O-])=O.[K+].[K+]. Product: [C:23]([O:25][CH2:26][N:11]([CH:12]([CH2:15][CH3:16])[CH2:13][CH3:14])[S:8]([C:5]1[CH:4]=[CH:3][C:2]([F:1])=[CH:7][CH:6]=1)(=[O:10])=[O:9])(=[O:24])[C:22]1[CH:27]=[CH:28][CH:19]=[N:20][CH:21]=1. The catalyst class is: 9. (10) Reactant: [Cl:1][C:2]1[C:3]([F:13])=[CH:4][CH:5]=[C:6]2[C:11]=1[C:10](=[O:12])[NH:9][CH2:8][CH2:7]2.I[C:15]1[CH:16]=[N:17][CH:18]=[CH:19][C:20]=1[CH3:21].P([O-])([O-])([O-])=O.[K+].[K+].[K+]. Product: [Cl:1][C:2]1[C:3]([F:13])=[CH:4][CH:5]=[C:6]2[C:11]=1[C:10](=[O:12])[N:9]([C:15]1[CH:16]=[N:17][CH:18]=[CH:19][C:20]=1[CH3:21])[CH2:8][CH2:7]2. The catalyst class is: 246.